From a dataset of Catalyst prediction with 721,799 reactions and 888 catalyst types from USPTO. Predict which catalyst facilitates the given reaction. (1) Reactant: C[O:2][C:3]1[CH:4]=[C:5]([CH:19]=[CH:20][CH:21]=1)[O:6][CH:7]([C:13]1[CH:18]=[CH:17][CH:16]=[CH:15][CH:14]=1)[CH2:8][CH2:9][N:10]([CH3:12])[CH3:11].B(Br)(Br)Br. Product: [CH3:12][N:10]([CH3:11])[CH2:9][CH2:8][CH:7]([C:13]1[CH:18]=[CH:17][CH:16]=[CH:15][CH:14]=1)[O:6][C:5]1[CH:4]=[C:3]([OH:2])[CH:21]=[CH:20][CH:19]=1. The catalyst class is: 2. (2) Reactant: [Br:1][C:2]1[CH:10]=[CH:9][C:5]([C:6](Cl)=[O:7])=[CH:4][CH:3]=1.[CH2:11]([N:18]1[C:23](=[O:24])[C:22]2[N:25]=[CH:26][S:27][C:21]=2[N:20]=[C:19]1[CH:28]([NH:31][CH2:32][CH2:33][N:34]([CH3:36])[CH3:35])[CH2:29][CH3:30])[C:12]1[CH:17]=[CH:16][CH:15]=[CH:14][CH:13]=1.C(N(CC)C(C)C)(C)C. Product: [CH2:11]([N:18]1[C:23](=[O:24])[C:22]2[N:25]=[CH:26][S:27][C:21]=2[N:20]=[C:19]1[CH:28]([N:31]([CH2:32][CH2:33][N:34]([CH3:36])[CH3:35])[C:6](=[O:7])[C:5]1[CH:9]=[CH:10][C:2]([Br:1])=[CH:3][CH:4]=1)[CH2:29][CH3:30])[C:12]1[CH:17]=[CH:16][CH:15]=[CH:14][CH:13]=1. The catalyst class is: 4. (3) Reactant: I[C:2]1[CH:3]=[CH:4][C:5]2[N:6]([N:8]=[CH:9][N:10]=2)[CH:7]=1.C([Mg]Br)(C)C.CN([CH:19]=[O:20])C.O. The catalyst class is: 1. Product: [N:10]1[CH:9]=[N:8][N:6]2[CH:7]=[C:2]([CH:19]=[O:20])[CH:3]=[CH:4][C:5]=12. (4) Reactant: [H-].[Na+].[C:3](Cl)(=[O:5])[CH3:4].[Cl:7][C:8]1[CH:9]=[C:10]([CH:19]=[C:20]([Cl:22])[CH:21]=1)[O:11][C:12]1[C:13]([CH3:18])=[N:14][NH:15][C:16]=1[CH3:17]. Product: [C:3]([N:15]1[C:16]([CH3:17])=[C:12]([O:11][C:10]2[CH:19]=[C:20]([Cl:22])[CH:21]=[C:8]([Cl:7])[CH:9]=2)[C:13]([CH3:18])=[N:14]1)(=[O:5])[CH3:4]. The catalyst class is: 9. (5) Reactant: [CH2:1]([N:3]1[C:7]2[CH:8]=[CH:9][C:10]([N:12]3[CH:17]=[C:16]([C:18]([O:20][CH2:21][CH3:22])=[O:19])[C:15](=[O:23])[NH:14][C:13]3=[O:24])=[CH:11][C:6]=2[N:5]=[C:4]1[CH3:25])[CH3:2].Br[CH2:27][C:28]1[CH:33]=[CH:32][CH:31]=[C:30]([F:34])[C:29]=1[C:35]([F:38])([F:37])[F:36].C(=O)([O-])[O-].[K+].[K+].[I-].[K+]. Product: [CH2:1]([N:3]1[C:7]2[CH:8]=[CH:9][C:10]([N:12]3[CH:17]=[C:16]([C:18]([O:20][CH2:21][CH3:22])=[O:19])[C:15](=[O:23])[N:14]([CH2:27][C:28]4[CH:33]=[CH:32][CH:31]=[C:30]([F:34])[C:29]=4[C:35]([F:37])([F:36])[F:38])[C:13]3=[O:24])=[CH:11][C:6]=2[N:5]=[C:4]1[CH3:25])[CH3:2]. The catalyst class is: 18.